This data is from Reaction yield outcomes from USPTO patents with 853,638 reactions. The task is: Predict the reaction yield, written as a fraction of the theoretical maximum amount of product (1.0 means a 100% yield; for example, 0.34 means a 34% yield). (1) The reactants are [OH:1][C:2]([CH:4]([C:6]1[CH:15]=[CH:14][C:9]([CH2:10][CH:11]([CH3:13])[CH3:12])=[CH:8][CH:7]=1)[CH3:5])=[O:3].Cl[Si](C)(C)C.[CH3:21][CH2:22]O. No catalyst specified. The product is [CH2:10]([C:9]1[CH:8]=[CH:7][C:6]([CH:4]([CH3:5])[C:2]([O:1][CH2:21][CH3:22])=[O:3])=[CH:15][CH:14]=1)[CH:11]([CH3:12])[CH3:13]. The yield is 1.00. (2) The reactants are C(OCC)(=O)C.[ClH:7].[F:8][C:9]([F:47])([F:46])[C:10]1[CH:11]=[C:12]([CH:43]=[CH:44][CH:45]=1)[CH2:13][C:14]1[O:15][C:16]2[CH:22]=[CH:21][CH:20]=[C:19]([C:23]3[CH:24]=[C:25]([C:29]([NH:31][CH2:32][CH2:33][CH2:34][NH:35]C(=O)OC(C)(C)C)=[O:30])[CH:26]=[CH:27][CH:28]=3)[C:17]=2[CH:18]=1. The catalyst is C(OCC)(=O)C. The product is [ClH:7].[NH2:35][CH2:34][CH2:33][CH2:32][NH:31][C:29](=[O:30])[C:25]1[CH:26]=[CH:27][CH:28]=[C:23]([C:19]2[C:17]3[CH:18]=[C:14]([CH2:13][C:12]4[CH:43]=[CH:44][CH:45]=[C:10]([C:9]([F:8])([F:46])[F:47])[CH:11]=4)[O:15][C:16]=3[CH:22]=[CH:21][CH:20]=2)[CH:24]=1. The yield is 0.600.